This data is from Catalyst prediction with 721,799 reactions and 888 catalyst types from USPTO. The task is: Predict which catalyst facilitates the given reaction. (1) Reactant: [Cl:1][C:2]1[CH:3]=[C:4]([C:7]2[CH:12]=[CH:11][CH:10]=[C:9]([CH3:13])[N:8]=2)[S:5][CH:6]=1.[Br:14]Br. Product: [Br:14][C:6]1[S:5][C:4]([C:7]2[CH:12]=[CH:11][CH:10]=[C:9]([CH3:13])[N:8]=2)=[CH:3][C:2]=1[Cl:1]. The catalyst class is: 2. (2) Reactant: [F:1][C:2]([F:12])([F:11])[C:3]1[CH:8]=[CH:7][N:6]=[CH:5][C:4]=1[C:9]#[N:10].N.CO.[H][H]. Product: [F:11][C:2]([F:1])([F:12])[C:3]1[CH:8]=[CH:7][N:6]=[CH:5][C:4]=1[CH2:9][NH2:10]. The catalyst class is: 181. (3) Reactant: [C:1]([NH:9][C:10]1[CH:30]=[CH:29][C:13]([CH2:14][N:15]2[C:19]3=[N:20][C:21]([C:24]([O:26][CH3:27])=[O:25])=[CH:22][CH:23]=[C:18]3[N:17]=[C:16]2[CH3:28])=[C:12]([Cl:31])[CH:11]=1)(=[O:8])[C:2]1[CH:7]=[CH:6][CH:5]=[CH:4][CH:3]=1.[H-].[Na+].[CH3:34]I. Product: [C:1]([N:9]([C:10]1[CH:30]=[CH:29][C:13]([CH2:14][N:15]2[C:19]3=[N:20][C:21]([C:24]([O:26][CH3:27])=[O:25])=[CH:22][CH:23]=[C:18]3[N:17]=[C:16]2[CH3:28])=[C:12]([Cl:31])[CH:11]=1)[CH3:34])(=[O:8])[C:2]1[CH:7]=[CH:6][CH:5]=[CH:4][CH:3]=1. The catalyst class is: 9. (4) Reactant: [CH:1]1([C:7]2[C:8]3[CH:25]=[CH:24][C:23]([C:26]([O:28][CH3:29])=[O:27])=[CH:22][C:9]=3[N:10]3[C:16]=2[C:15]2[CH:17]=[CH:18][C:19]([OH:21])=[CH:20][C:14]=2[O:13][CH2:12][CH2:11]3)[CH2:6][CH2:5][CH2:4][CH2:3][CH2:2]1.C1(C)C=CC(S(O[CH:40]2[CH2:45][CH2:44][CH2:43][N:42]([C:46]([O:48][C:49]([CH3:52])([CH3:51])[CH3:50])=[O:47])[CH2:41]2)(=O)=O)=CC=1.C(=O)([O-])[O-].[K+].[K+].O. Product: [C:49]([O:48][C:46]([N:42]1[CH2:43][CH2:44][CH2:45][CH:40]([O:21][C:19]2[CH:18]=[CH:17][C:15]3[C:16]4[N:10]([CH2:11][CH2:12][O:13][C:14]=3[CH:20]=2)[C:9]2[CH:22]=[C:23]([C:26]([O:28][CH3:29])=[O:27])[CH:24]=[CH:25][C:8]=2[C:7]=4[CH:1]2[CH2:2][CH2:3][CH2:4][CH2:5][CH2:6]2)[CH2:41]1)=[O:47])([CH3:52])([CH3:50])[CH3:51]. The catalyst class is: 9. (5) Reactant: [NH2:1][C:2]1[CH:7]=[CH:6][C:5]([N:8]2[CH:13]=[CH:12][C:11]3[O:14][C:15]([C:17]4[CH:22]=[CH:21][CH:20]=[C:19]([Cl:23])[CH:18]=4)=[CH:16][C:10]=3[C:9]2=[O:24])=[CH:4][C:3]=1[CH3:25].[N:26]([O-])=O.[Na+]. Product: [Cl:23][C:19]1[CH:18]=[C:17]([C:15]2[O:14][C:11]3[CH:12]=[CH:13][N:8]([C:5]4[CH:4]=[C:3]5[C:2](=[CH:7][CH:6]=4)[NH:1][N:26]=[CH:25]5)[C:9](=[O:24])[C:10]=3[CH:16]=2)[CH:22]=[CH:21][CH:20]=1. The catalyst class is: 313. (6) Reactant: [Cl:1][C:2]1[CH:7]=[CH:6][C:5]([C:8](=[O:22])[CH2:9][CH2:10][C:11]([C:13]2[CH:18]=[CH:17][C:16]([N+:19]([O-:21])=[O:20])=[CH:15][CH:14]=2)=[O:12])=[CH:4][C:3]=1[N+:23]([O-:25])=[O:24].[BH4-].[Na+]. Product: [Cl:1][C:2]1[CH:7]=[CH:6][C:5]([CH:8]([OH:22])[CH2:9][CH2:10][CH:11]([C:13]2[CH:14]=[CH:15][C:16]([N+:19]([O-:21])=[O:20])=[CH:17][CH:18]=2)[OH:12])=[CH:4][C:3]=1[N+:23]([O-:25])=[O:24]. The catalyst class is: 14.